Dataset: Forward reaction prediction with 1.9M reactions from USPTO patents (1976-2016). Task: Predict the product of the given reaction. (1) Given the reactants [NH2:1][C@H:2]1[CH2:6][CH2:5][N:4]([C:7]2[CH:16]=[C:15]3[C:10]([CH2:11][CH2:12][N:13]([C:17]([O:19][C:20]([CH3:23])([CH3:22])[CH3:21])=[O:18])[CH2:14]3)=[CH:9][CH:8]=2)[C:3]1=[O:24].[Cl:25][C:26]1[S:30][C:29](/[CH:31]=[CH:32]/[S:33](Cl)(=[O:35])=[O:34])=[CH:28][CH:27]=1, predict the reaction product. The product is: [Cl:25][C:26]1[S:30][C:29](/[CH:31]=[CH:32]/[S:33]([NH:1][C@H:2]2[CH2:6][CH2:5][N:4]([C:7]3[CH:16]=[C:15]4[C:10]([CH2:11][CH2:12][N:13]([C:17]([O:19][C:20]([CH3:21])([CH3:23])[CH3:22])=[O:18])[CH2:14]4)=[CH:9][CH:8]=3)[C:3]2=[O:24])(=[O:35])=[O:34])=[CH:28][CH:27]=1. (2) Given the reactants [CH3:1][O:2][CH2:3][CH2:4][O:5][CH2:6][CH2:7][N:8]1[C:20]2[CH:19]=[CH:18][C:17](/[CH:21]=[CH:22]/[C:23]3[C:24]4[C:29]([N:30]=[C:31]5[C:36]=3[CH:35]=[CH:34][CH:33]=[CH:32]5)=[CH:28][CH:27]=[CH:26][CH:25]=4)=[CH:16][C:15]=2[C:14]2[C:9]1=[CH:10][CH:11]=[CH:12][CH:13]=2.[I:37][CH2:38][CH2:39][OH:40], predict the reaction product. The product is: [I-:37].[OH:40][CH2:39][CH2:38][N+:30]1[C:31]2[C:36](=[CH:35][CH:34]=[CH:33][CH:32]=2)[C:23](/[CH:22]=[CH:21]/[C:17]2[CH:18]=[CH:19][C:20]3[N:8]([CH2:7][CH2:6][O:5][CH2:4][CH2:3][O:2][CH3:1])[C:9]4[C:14]([C:15]=3[CH:16]=2)=[CH:13][CH:12]=[CH:11][CH:10]=4)=[C:24]2[C:29]=1[CH:28]=[CH:27][CH:26]=[CH:25]2. (3) Given the reactants [NH2:1][C:2]1[CH:3]=[C:4]([CH2:11][CH2:12][CH:13]=[O:14])[CH:5]=[CH:6][C:7]=1[N+:8]([O-:10])=[O:9].[BH4-].[Na+].CC(C)=O, predict the reaction product. The product is: [NH2:1][C:2]1[CH:3]=[C:4]([CH2:11][CH2:12][CH2:13][OH:14])[CH:5]=[CH:6][C:7]=1[N+:8]([O-:10])=[O:9]. (4) Given the reactants [C:1]1([S:7]([N:10]2[C:14]3=[N:15][CH:16]=[CH:17][C:18]([C:19]4[CH:24]=[CH:23][C:22]([S:25]([N:28]5[CH2:32][CH2:31][CH2:30][CH2:29]5)(=[O:27])=[O:26])=[CH:21][CH:20]=4)=[C:13]3[CH:12]=[CH:11]2)(=[O:9])=[O:8])[CH:6]=[CH:5][CH:4]=[CH:3][CH:2]=1.[Li+].CC([N-]C(C)C)C.CCCCCCC.C1C[O:51][CH2:50]C1.C(C1C=CC=CC=1)C.C=O, predict the reaction product. The product is: [C:1]1([S:7]([N:10]2[C:14]3=[N:15][CH:16]=[CH:17][C:18]([C:19]4[CH:20]=[CH:21][C:22]([S:25]([N:28]5[CH2:32][CH2:31][CH2:30][CH2:29]5)(=[O:26])=[O:27])=[CH:23][CH:24]=4)=[C:13]3[CH:12]=[C:11]2[CH2:50][OH:51])(=[O:9])=[O:8])[CH:2]=[CH:3][CH:4]=[CH:5][CH:6]=1. (5) Given the reactants N[C@H](C1C(C2C=CC(F)=C(C=2)C(N)=O)=CN=CN=1)CC1C=C(F)C=C(F)C=1.[F:28][C:29]1[CH:30]=[C:31]([CH2:36][C@H:37]([NH:54]C(=O)OC(C)(C)C)[C:38]2[C:43]([C:44]3[CH:53]=[CH:52][CH:51]=[C:50]4[C:45]=3[CH:46]=[CH:47][N:48]=[CH:49]4)=[CH:42][N:41]=[CH:40][N:39]=2)[CH:32]=[C:33]([F:35])[CH:34]=1, predict the reaction product. The product is: [F:28][C:29]1[CH:30]=[C:31]([CH2:36][C@@H:37]([C:38]2[C:43]([C:44]3[CH:53]=[CH:52][CH:51]=[C:50]4[C:45]=3[CH:46]=[CH:47][N:48]=[CH:49]4)=[CH:42][N:41]=[CH:40][N:39]=2)[NH2:54])[CH:32]=[C:33]([F:35])[CH:34]=1. (6) Given the reactants [CH3:1][P:2]([C:5]1[CH:10]=[CH:9][C:8](B2OC(C)(C)C(C)(C)O2)=[CH:7][CH:6]=1)([CH3:4])=[O:3].I[C:21]1[NH:39][C:24]2=[N:25][CH:26]=[C:27]([NH:29][C:30]([C:32]3[NH:36][N:35]=[C:34]([CH3:37])[C:33]=3[CH3:38])=[O:31])[CH:28]=[C:23]2[CH:22]=1.C(=O)([O-])[O-].[K+].[K+], predict the reaction product. The product is: [CH3:4][P:2]([C:5]1[CH:6]=[CH:7][C:8]([C:21]2[NH:39][C:24]3=[N:25][CH:26]=[C:27]([NH:29][C:30]([C:32]4[NH:36][N:35]=[C:34]([CH3:37])[C:33]=4[CH3:38])=[O:31])[CH:28]=[C:23]3[CH:22]=2)=[CH:9][CH:10]=1)([CH3:1])=[O:3]. (7) Given the reactants [C:1]([N:5]1[C:9](=[O:10])[C:8]([NH:11][CH2:12][CH2:13][CH2:14][O:15][C:16]2[CH:17]=[N:18][CH:19]=[CH:20][CH:21]=2)=[C:7]([C:22]2[CH:27]=[CH:26][CH:25]=[CH:24][CH:23]=2)[S:6]1(=[O:29])=[O:28])([CH3:4])([CH3:3])[CH3:2].C1C=C(Cl)C=C(C(OO)=[O:38])C=1, predict the reaction product. The product is: [C:1]([N:5]1[C:9](=[O:10])[C:8]([NH:11][CH2:12][CH2:13][CH2:14][O:15][C:16]2[CH:17]=[N+:18]([O-:38])[CH:19]=[CH:20][CH:21]=2)=[C:7]([C:22]2[CH:23]=[CH:24][CH:25]=[CH:26][CH:27]=2)[S:6]1(=[O:28])=[O:29])([CH3:4])([CH3:2])[CH3:3]. (8) Given the reactants [CH3:1][C:2]1([CH3:30])[C@@H:5]([C:6]2[N:10]=[CH:9][N:8](C3CCCCO3)[N:7]=2)[CH2:4][C@H:3]1[NH:17][C:18]1[C:23]([C:24]#[N:25])=[CH:22][N:21]=[C:20](S(C)(=O)=O)[N:19]=1.Cl.[NH2:32][CH2:33][CH2:34][CH:35]1[C:43]2[C:38](=[CH:39][CH:40]=[CH:41][CH:42]=2)[NH:37][C:36]1=[O:44].CCN(C(C)C)C(C)C.N, predict the reaction product. The product is: [CH3:30][C:2]1([CH3:1])[C@@H:5]([C:6]2[N:10]=[CH:9][NH:8][N:7]=2)[CH2:4][C@H:3]1[NH:17][C:18]1[C:23]([C:24]#[N:25])=[CH:22][N:21]=[C:20]([NH:32][CH2:33][CH2:34][CH:35]2[C:43]3[C:38](=[CH:39][CH:40]=[CH:41][CH:42]=3)[NH:37][C:36]2=[O:44])[N:19]=1.